This data is from Forward reaction prediction with 1.9M reactions from USPTO patents (1976-2016). The task is: Predict the product of the given reaction. (1) Given the reactants [Cl:1][C:2]1[N+:7]([O-])=[CH:6][C:5]([C:9]([F:12])([F:11])[F:10])=[CH:4][C:3]=1[CH3:13].C[Si]([C:18]#[N:19])(C)C.CCN(CC)CC.C([O-])(O)=O.[Na+], predict the reaction product. The product is: [Cl:1][C:2]1[N:7]=[C:6]([C:18]#[N:19])[C:5]([C:9]([F:12])([F:11])[F:10])=[CH:4][C:3]=1[CH3:13]. (2) Given the reactants CC1(C)[C@@H]2CC[C@@]1(CS(O)(=O)=O)C(=O)C2.[CH3:16][N:17]1[CH2:22][CH2:21][N:20]([C@@H:23]2[CH2:28][CH2:27][CH2:26][C@H:25]([NH:29][C:30](=[O:39])[O:31][CH2:32][C:33]3[CH:38]=[CH:37][CH:36]=[CH:35][CH:34]=3)[CH2:24]2)[CH2:19][CH2:18]1.[OH-].[Na+], predict the reaction product. The product is: [CH3:16][N:17]1[CH2:18][CH2:19][N:20]([C@@H:23]2[CH2:28][CH2:27][CH2:26][C@H:25]([NH:29][C:30](=[O:39])[O:31][CH2:32][C:33]3[CH:34]=[CH:35][CH:36]=[CH:37][CH:38]=3)[CH2:24]2)[CH2:21][CH2:22]1. (3) Given the reactants [S:1]1[C:5]2[CH:6]=[CH:7][CH:8]=[CH:9][C:4]=2[N:3]=[C:2]1[N:10]1[C:14](=[O:15])[CH:13]=[C:12]([C:16]2[CH:21]=[CH:20][CH:19]=[C:18]([I:22])[CH:17]=2)[NH:11]1.CO[CH:25](OC)[N:26]([CH3:28])[CH3:27].C(OCC)C, predict the reaction product. The product is: [S:1]1[C:5]2[CH:6]=[CH:7][CH:8]=[CH:9][C:4]=2[N:3]=[C:2]1[N:10]1[C:14](=[O:15])[C:13](=[CH:25][N:26]([CH3:28])[CH3:27])[C:12]([C:16]2[CH:21]=[CH:20][CH:19]=[C:18]([I:22])[CH:17]=2)=[N:11]1. (4) The product is: [NH:1]1[C:9]2[C:4](=[CH:5][C:6]([C:10]3[O:12][N:22]=[C:15]([C:16]4[CH:17]=[N:18][CH:19]=[CH:20][CH:21]=4)[N:14]=3)=[CH:7][CH:8]=2)[CH:3]=[N:2]1. Given the reactants [NH:1]1[C:9]2[C:4](=[CH:5][C:6]([C:10]([OH:12])=O)=[CH:7][CH:8]=2)[CH:3]=[N:2]1.O[N:14]=[C:15]([NH2:22])[C:16]1[CH:21]=[CH:20][CH:19]=[N:18][CH:17]=1.N, predict the reaction product. (5) Given the reactants [CH3:1][C:2]1[CH:13]=[C:12]2[C:5]([NH:6][CH:7]=[C:8]2[CH2:9][CH2:10][NH2:11])=[CH:4][CH:3]=1.[CH3:14][N:15]([CH3:29])[C:16]1([C:23]2[CH:28]=[CH:27][CH:26]=[CH:25][CH:24]=2)[CH2:21][CH2:20][C:19](=O)[CH2:18][CH2:17]1.O=O.C(O[BH-](OC(=O)C)OC(=O)C)(=O)C.[Na+].[Cl:46]CCCl, predict the reaction product. The product is: [ClH:46].[ClH:46].[CH3:14][N:15]([CH3:29])[C:16]1([C:23]2[CH:24]=[CH:25][CH:26]=[CH:27][CH:28]=2)[CH2:17][CH2:18][CH:19]([NH:11][CH2:10][CH2:9][C:8]2[C:12]3[C:5](=[CH:4][CH:3]=[C:2]([CH3:1])[CH:13]=3)[NH:6][CH:7]=2)[CH2:20][CH2:21]1. (6) Given the reactants [CH3:1][O:2][C:3]1[CH:8]=[CH:7][C:6]([C:9]2[C:14]([C:15]3[CH:20]=[CH:19][C:18]([O:21][CH3:22])=[CH:17][CH:16]=3)=[N:13][N:12]([CH2:23][CH2:24]O)[C:11](=[O:26])[CH:10]=2)=[CH:5][CH:4]=1.[Cl-].[NH:28]1[CH2:33][CH2:32][O:31][CH2:30][CH2:29]1, predict the reaction product. The product is: [CH3:1][O:2][C:3]1[CH:8]=[CH:7][C:6]([C:9]2[C:14]([C:15]3[CH:16]=[CH:17][C:18]([O:21][CH3:22])=[CH:19][CH:20]=3)=[N:13][N:12]([CH2:23][CH2:24][N:28]3[CH2:33][CH2:32][O:31][CH2:30][CH2:29]3)[C:11](=[O:26])[CH:10]=2)=[CH:5][CH:4]=1. (7) Given the reactants Cl[C:2]1[C:7]([C:8]([O:10][CH2:11]C)=[O:9])=[CH:6][N:5]=[C:4]([S:13][CH3:14])[N:3]=1.[NH2:15][CH2:16][CH:17]([CH2:20][CH3:21])[CH2:18][CH3:19].C(N(CC)CC)C, predict the reaction product. The product is: [CH2:18]([CH:17]([CH2:20][CH3:21])[CH2:16][NH:15][C:2]1[C:7]([C:8]([O:10][CH3:11])=[O:9])=[CH:6][N:5]=[C:4]([S:13][CH3:14])[N:3]=1)[CH3:19]. (8) Given the reactants [OH:1][C:2]1[CH:7]=[CH:6][C:5]([N:8]2[CH2:13][CH2:12][CH:11]([C:14]3[CH:19]=[CH:18][C:17]([C@@H:20]([NH:22][C:23](=[O:25])[CH3:24])[CH3:21])=[CH:16][CH:15]=3)[CH2:10][CH2:9]2)=[CH:4][CH:3]=1.[O:26]1[CH2:31][CH2:30][CH:29](O)[CH2:28][CH2:27]1.C1(P(C2C=CC=CC=2)C2C=CC=CC=2)C=CC=CC=1.N(C(OC(C)(C)C)=O)=NC(OC(C)(C)C)=O, predict the reaction product. The product is: [O:26]1[CH2:31][CH2:30][CH:29]([O:1][C:2]2[CH:7]=[CH:6][C:5]([N:8]3[CH2:13][CH2:12][CH:11]([C:14]4[CH:15]=[CH:16][C:17]([C@@H:20]([NH:22][C:23](=[O:25])[CH3:24])[CH3:21])=[CH:18][CH:19]=4)[CH2:10][CH2:9]3)=[CH:4][CH:3]=2)[CH2:28][CH2:27]1.